From a dataset of NCI-60 drug combinations with 297,098 pairs across 59 cell lines. Regression. Given two drug SMILES strings and cell line genomic features, predict the synergy score measuring deviation from expected non-interaction effect. (1) Drug 1: CCCS(=O)(=O)NC1=C(C(=C(C=C1)F)C(=O)C2=CNC3=C2C=C(C=N3)C4=CC=C(C=C4)Cl)F. Drug 2: CCC1=CC2CC(C3=C(CN(C2)C1)C4=CC=CC=C4N3)(C5=C(C=C6C(=C5)C78CCN9C7C(C=CC9)(C(C(C8N6C)(C(=O)OC)O)OC(=O)C)CC)OC)C(=O)OC.C(C(C(=O)O)O)(C(=O)O)O. Cell line: OVCAR-8. Synergy scores: CSS=18.7, Synergy_ZIP=4.38, Synergy_Bliss=8.43, Synergy_Loewe=-27.1, Synergy_HSA=6.81. (2) Synergy scores: CSS=41.4, Synergy_ZIP=-2.11, Synergy_Bliss=-4.60, Synergy_Loewe=-6.19, Synergy_HSA=-2.04. Drug 1: COC1=C2C(=CC3=C1OC=C3)C=CC(=O)O2. Drug 2: CC1C(C(CC(O1)OC2CC(CC3=C2C(=C4C(=C3O)C(=O)C5=C(C4=O)C(=CC=C5)OC)O)(C(=O)CO)O)N)O.Cl. Cell line: SN12C. (3) Drug 1: CC1=C2C(C(=O)C3(C(CC4C(C3C(C(C2(C)C)(CC1OC(=O)C(C(C5=CC=CC=C5)NC(=O)C6=CC=CC=C6)O)O)OC(=O)C7=CC=CC=C7)(CO4)OC(=O)C)O)C)OC(=O)C. Drug 2: CCN(CC)CCNC(=O)C1=C(NC(=C1C)C=C2C3=C(C=CC(=C3)F)NC2=O)C. Cell line: TK-10. Synergy scores: CSS=21.7, Synergy_ZIP=-7.30, Synergy_Bliss=-4.77, Synergy_Loewe=-16.9, Synergy_HSA=-2.83. (4) Cell line: OVCAR-8. Synergy scores: CSS=35.7, Synergy_ZIP=-4.67, Synergy_Bliss=2.53, Synergy_Loewe=-51.9, Synergy_HSA=1.69. Drug 2: C1=CC=C(C(=C1)C(C2=CC=C(C=C2)Cl)C(Cl)Cl)Cl. Drug 1: C1=CC=C(C=C1)NC(=O)CCCCCCC(=O)NO. (5) Drug 1: CC(CN1CC(=O)NC(=O)C1)N2CC(=O)NC(=O)C2. Drug 2: CC1=C(C(=CC=C1)Cl)NC(=O)C2=CN=C(S2)NC3=CC(=NC(=N3)C)N4CCN(CC4)CCO. Cell line: BT-549. Synergy scores: CSS=30.4, Synergy_ZIP=-6.12, Synergy_Bliss=1.40, Synergy_Loewe=-7.95, Synergy_HSA=-0.0824. (6) Drug 1: C1=CC(=C2C(=C1NCCNCCO)C(=O)C3=C(C=CC(=C3C2=O)O)O)NCCNCCO. Drug 2: CC1C(C(CC(O1)OC2CC(CC3=C2C(=C4C(=C3O)C(=O)C5=CC=CC=C5C4=O)O)(C(=O)C)O)N)O. Cell line: OVCAR-8. Synergy scores: CSS=44.3, Synergy_ZIP=0.418, Synergy_Bliss=1.62, Synergy_Loewe=4.32, Synergy_HSA=5.83. (7) Drug 1: CNC(=O)C1=CC=CC=C1SC2=CC3=C(C=C2)C(=NN3)C=CC4=CC=CC=N4. Drug 2: CCC1(CC2CC(C3=C(CCN(C2)C1)C4=CC=CC=C4N3)(C5=C(C=C6C(=C5)C78CCN9C7C(C=CC9)(C(C(C8N6C)(C(=O)OC)O)OC(=O)C)CC)OC)C(=O)OC)O.OS(=O)(=O)O. Cell line: A549. Synergy scores: CSS=22.2, Synergy_ZIP=-4.36, Synergy_Bliss=3.10, Synergy_Loewe=-11.1, Synergy_HSA=2.73.